Dataset: Full USPTO retrosynthesis dataset with 1.9M reactions from patents (1976-2016). Task: Predict the reactants needed to synthesize the given product. Given the product [CH3:1][C:2]1([CH3:19])[CH2:6][C:5]2([CH2:11][CH2:10][CH:9]([N:12]3[C:16]([CH2:17][N:31]([CH3:32])[CH2:30][CH2:29][N:21]([CH3:20])[C:22](=[O:28])[O:23][C:24]([CH3:25])([CH3:26])[CH3:27])=[CH:15][CH:14]=[N:13]3)[CH2:8][CH2:7]2)[O:4][CH2:3]1, predict the reactants needed to synthesize it. The reactants are: [CH3:1][C:2]1([CH3:19])[CH2:6][C:5]2([CH2:11][CH2:10][CH:9]([N:12]3[C:16]([CH:17]=O)=[CH:15][CH:14]=[N:13]3)[CH2:8][CH2:7]2)[O:4][CH2:3]1.[CH3:20][N:21]([CH2:29][CH2:30][NH:31][CH3:32])[C:22](=[O:28])[O:23][C:24]([CH3:27])([CH3:26])[CH3:25].[BH-](OC(C)=O)(OC(C)=O)OC(C)=O.[Na+].